From a dataset of Reaction yield outcomes from USPTO patents with 853,638 reactions. Predict the reaction yield, written as a fraction of the theoretical maximum amount of product (1.0 means a 100% yield; for example, 0.34 means a 34% yield). (1) The reactants are O[Li].O.C[O:5][C:6]([C:8]1[CH:9]=[C:10]([C:21]2[CH:26]=[CH:25][C:24]([CH3:27])=[CH:23][CH:22]=2)[CH:11]=[C:12]([C:14]2[N:18]([CH2:19][CH3:20])[N:17]=[N:16][N:15]=2)[CH:13]=1)=[O:7]. The catalyst is O.C1COCC1. The product is [CH2:19]([N:18]1[C:14]([C:12]2[CH:13]=[C:8]([C:6]([OH:7])=[O:5])[CH:9]=[C:10]([C:21]3[CH:26]=[CH:25][C:24]([CH3:27])=[CH:23][CH:22]=3)[CH:11]=2)=[N:15][N:16]=[N:17]1)[CH3:20]. The yield is 0.840. (2) The reactants are [H-].[Al+3].[Li+].[H-].[H-].[H-].[CH3:7][C:8]([C:12]1[CH:17]=[CH:16][CH:15]=[CH:14][CH:13]=1)([CH3:11])[C:9]#[N:10].O.[OH-].[Na+]. The catalyst is O1CCCC1. The product is [CH3:11][C:8]([C:12]1[CH:17]=[CH:16][CH:15]=[CH:14][CH:13]=1)([CH3:7])[CH2:9][NH2:10]. The yield is 0.350. (3) The reactants are [C:1]([O:5][C:6](=[O:35])[N:7]([C:16]1[S:17][C@:18]2([CH2:33][OH:34])[C@H:20]([C@:21]([C:25]3[CH:30]=[C:29]([Br:31])[CH:28]=[CH:27][C:26]=3[F:32])([CH2:23][F:24])[N:22]=1)[CH2:19]2)[CH2:8][O:9][CH2:10][CH2:11][Si:12]([CH3:15])([CH3:14])[CH3:13])([CH3:4])([CH3:3])[CH3:2].S(=O)(=O)=O.N1C=CC=CC=1.O. The catalyst is C(Cl)Cl.CS(C)=O. The product is [C:1]([O:5][C:6](=[O:35])[N:7]([C:16]1[S:17][C@:18]2([CH:33]=[O:34])[C@H:20]([C@:21]([C:25]3[CH:30]=[C:29]([Br:31])[CH:28]=[CH:27][C:26]=3[F:32])([CH2:23][F:24])[N:22]=1)[CH2:19]2)[CH2:8][O:9][CH2:10][CH2:11][Si:12]([CH3:15])([CH3:13])[CH3:14])([CH3:4])([CH3:2])[CH3:3]. The yield is 1.00. (4) The reactants are [Cl:1][C:2]1[CH:11]=[CH:10][CH:9]=[C:8]2[C:3]=1[CH2:4][CH2:5][C:6]([NH2:15])([C:12]([OH:14])=[O:13])[CH2:7]2.C(N(CC)CC)C.[C:23](=O)([O:39]N1C(=O)CCC1=O)[O:24][CH2:25][CH:26]1[C:38]2[CH:37]=[CH:36][CH:35]=[CH:34][C:33]=2[C:32]2[C:27]1=[CH:28][CH:29]=[CH:30][CH:31]=2. The catalyst is C(#N)C.O. The product is [C:23]([CH:7]1[C:8]2[C:3](=[C:2]([Cl:1])[CH:11]=[CH:10][CH:9]=2)[CH2:4][CH2:5][C:6]1([NH2:15])[C:12]([OH:14])=[O:13])([O:24][CH2:25][CH:26]1[C:27]2[C:32](=[CH:31][CH:30]=[CH:29][CH:28]=2)[C:33]2[C:38]1=[CH:37][CH:36]=[CH:35][CH:34]=2)=[O:39]. The yield is 0.680. (5) The reactants are [OH-].[Na+:2].[OH:3][C:4]1[CH:9]=[CH:8][CH:7]=[CH:6][C:5]=1[C:10]1[N:11]=[C:12]([CH2:15][CH2:16][CH2:17][CH2:18][C:19]([OH:21])=[O:20])[O:13][CH:14]=1. The catalyst is O. The product is [Na+:2].[Na+:2].[OH:3][C:4]1[CH:9]=[CH:8][CH:7]=[CH:6][C:5]=1[C:10]1[N:11]=[C:12]([CH2:15][CH2:16][CH2:17][CH2:18][C:19]([O-:21])=[O:20])[O:13][CH:14]=1.[OH:3][C:4]1[CH:9]=[CH:8][CH:7]=[CH:6][C:5]=1[C:10]1[N:11]=[C:12]([CH2:15][CH2:16][CH2:17][CH2:18][C:19]([O-:21])=[O:20])[O:13][CH:14]=1. The yield is 1.00. (6) The reactants are FC1C=C2C(C(C3C=CC(N4CCC(N)CC4)=NC=3)=CN2)=CC=1.[F:24][C:25]1[CH:33]=[C:32]2[C:28]([C:29]([C:34]3[CH:35]=[CH:36][C:37]([NH:40][C:41](=[O:52])[C@@H:42]([NH:44]C(=O)OC(C)(C)C)[CH3:43])=[N:38][CH:39]=3)=[CH:30][NH:31]2)=[CH:27][CH:26]=1. No catalyst specified. The product is [NH2:44][C@@H:42]([CH3:43])[C:41]([NH:40][C:37]1[CH:36]=[CH:35][C:34]([C:29]2[C:28]3[C:32](=[CH:33][C:25]([F:24])=[CH:26][CH:27]=3)[NH:31][CH:30]=2)=[CH:39][N:38]=1)=[O:52]. The yield is 0.0600. (7) The reactants are [C:1]([N:4]1[CH2:9][CH2:8][N:7]([CH2:10][CH2:11][CH2:12][O:13][C:14]2[CH:23]=[C:22]3[C:17]([C:18](Cl)=[N:19][CH:20]=[N:21]3)=[CH:16][C:15]=2[O:25][CH3:26])[CH2:6][CH2:5]1)(=[O:3])[CH3:2].[OH:27][C:28]1[CH:29]=[C:30]2[C:34](=[N:35][CH:36]=1)[NH:33][CH:32]=[CH:31]2.C(=O)([O-])[O-].[K+].[K+]. The catalyst is CN(C=O)C. The product is [C:1]([N:4]1[CH2:9][CH2:8][N:7]([CH2:10][CH2:11][CH2:12][O:13][C:14]2[CH:23]=[C:22]3[C:17]([C:18]([O:27][C:28]4[CH:29]=[C:30]5[C:34](=[N:35][CH:36]=4)[NH:33][CH:32]=[CH:31]5)=[N:19][CH:20]=[N:21]3)=[CH:16][C:15]=2[O:25][CH3:26])[CH2:6][CH2:5]1)(=[O:3])[CH3:2]. The yield is 0.620. (8) The reactants are [OH:1][CH:2]1[CH2:7][CH2:6][NH:5][CH2:4][CH2:3]1.[Cl:8][C:9]1[CH:10]=[C:11]([C:15]2[O:19][N:18]=[CH:17][C:16]=2[CH2:20][CH2:21][C:22](O)=[O:23])[CH:12]=[CH:13][CH:14]=1.N=C=N. The catalyst is ClCCl. The product is [Cl:8][C:9]1[CH:10]=[C:11]([C:15]2[O:19][N:18]=[CH:17][C:16]=2[CH2:20][CH2:21][C:22]([N:5]2[CH2:6][CH2:7][CH:2]([OH:1])[CH2:3][CH2:4]2)=[O:23])[CH:12]=[CH:13][CH:14]=1. The yield is 0.460.